Dataset: Experimentally validated miRNA-target interactions with 360,000+ pairs, plus equal number of negative samples. Task: Binary Classification. Given a miRNA mature sequence and a target amino acid sequence, predict their likelihood of interaction. The miRNA is mmu-miR-1955-5p with sequence AGUCCCAGGAUGCACUGCAGCUUUU. The protein sequence of the target gene is MADTKTSKCDEHFSVEKLKEWPEPESVSLMELLAREDIDEAVHAVLFRENYVVKRLDTYLQHLAVFKERRKEMLHKKWVENVVQPLQQRITDKITSYRRPGKNQVKYEHCLKQTNKPTKVSSSCLFQKQQEFREAKGTSYQHGRGKTHDTQKEAKETEKGLSFTPFSLRPHCSSPRERQRASARLMQSKPGGRNRYKGASSEKPVFTLKSHLPKEEKTVSRSQLVFERQFRASRLSQDIKEAEKKGLVVGTGPQRPRSWAAADSVPRPSLVGRRVMTAEILGEHLVSLHQAARSGLQWP. Result: 0 (no interaction).